Dataset: Forward reaction prediction with 1.9M reactions from USPTO patents (1976-2016). Task: Predict the product of the given reaction. (1) Given the reactants [NH:1]1[CH2:6][CH2:5][S:4](=[O:8])(=[O:7])[CH2:3][CH2:2]1.[F:9][C:10]([F:41])([F:40])[C:11]1[CH:12]=[C:13]([C@H:21]([O:23][C@@H:24]2[C@@H:29]([C:30]3[CH:35]=[CH:34][C:33]([F:36])=[C:32]([F:37])[CH:31]=3)[C@H:28]([CH:38]=O)[CH2:27][CH2:26][O:25]2)[CH3:22])[CH:14]=[C:15]([C:17]([F:20])([F:19])[F:18])[CH:16]=1.C(O[BH-](OC(=O)C)OC(=O)C)(=O)C.[Na+].C(=O)([O-])O.[Na+], predict the reaction product. The product is: [F:41][C:10]([F:9])([F:40])[C:11]1[CH:12]=[C:13]([C@H:21]([O:23][C@@H:24]2[C@@H:29]([C:30]3[CH:35]=[CH:34][C:33]([F:36])=[C:32]([F:37])[CH:31]=3)[C@H:28]([CH2:38][N:1]3[CH2:6][CH2:5][S:4](=[O:8])(=[O:7])[CH2:3][CH2:2]3)[CH2:27][CH2:26][O:25]2)[CH3:22])[CH:14]=[C:15]([C:17]([F:18])([F:20])[F:19])[CH:16]=1. (2) Given the reactants [O:1]=[C:2]1[N:6]([CH2:7][CH:8]2[CH2:13][CH2:12][NH:11][CH2:10][CH2:9]2)[C:5]2[CH:14]=[CH:15][C:16]([C:18]3[CH:25]=[CH:24][CH:23]=[CH:22][C:19]=3[C:20]#[N:21])=[CH:17][C:4]=2[S:3]1.CCN(C(C)C)C(C)C.[CH:35]1[CH:40]=[CH:39][C:38]([CH2:41][O:42][C:43](Cl)=[O:44])=[CH:37][CH:36]=1, predict the reaction product. The product is: [C:20]([C:19]1[CH:22]=[CH:23][CH:24]=[CH:25][C:18]=1[C:16]1[CH:15]=[CH:14][C:5]2[N:6]([CH2:7][CH:8]3[CH2:9][CH2:10][N:11]([C:43]([O:42][CH2:41][C:38]4[CH:39]=[CH:40][CH:35]=[CH:36][CH:37]=4)=[O:44])[CH2:12][CH2:13]3)[C:2](=[O:1])[S:3][C:4]=2[CH:17]=1)#[N:21].